From a dataset of Peptide-MHC class II binding affinity with 134,281 pairs from IEDB. Regression. Given a peptide amino acid sequence and an MHC pseudo amino acid sequence, predict their binding affinity value. This is MHC class II binding data. (1) The peptide sequence is GELQIVQKIDAAFKI. The MHC is DRB1_0701 with pseudo-sequence DRB1_0701. The binding affinity (normalized) is 0.924. (2) The peptide sequence is EITGIMKDFDEPGHL. The MHC is DRB1_0405 with pseudo-sequence DRB1_0405. The binding affinity (normalized) is 0.259. (3) The peptide sequence is FKSGRGCGSCFEIKC. The MHC is HLA-DPA10201-DPB10101 with pseudo-sequence HLA-DPA10201-DPB10101. The binding affinity (normalized) is 0. (4) The peptide sequence is IHLLNSNALLRALRL. The MHC is DRB1_0101 with pseudo-sequence DRB1_0101. The binding affinity (normalized) is 0.999. (5) The peptide sequence is SLETVAIDRPAEVRK. The MHC is HLA-DQA10102-DQB10501 with pseudo-sequence HLA-DQA10102-DQB10501. The binding affinity (normalized) is 0.533.